From a dataset of Catalyst prediction with 721,799 reactions and 888 catalyst types from USPTO. Predict which catalyst facilitates the given reaction. (1) Reactant: [CH3:1][C:2]1([CH3:28])[C@@H:24]([OH:25])[CH2:23][CH2:22][C@@:21]2([CH3:26])[C@H:3]1[CH2:4][CH2:5][C:6]1[C:7]3[C@:17]([CH3:27])([CH2:18][CH2:19][C:20]=12)[C@@H:10]([C@H:11]([CH3:16])[CH2:12][CH2:13][CH2:14][OH:15])[CH2:9][CH:8]=3. Product: [OH:25][C@H:24]1[CH2:23][CH2:22][C@@:21]2([CH3:26])[C@@H:3]([CH2:4][CH2:5][C:6]3[C:7]4[C@:17]([CH3:27])([CH2:18][CH2:19][C:20]=32)[C@@H:10]([C@H:11]([CH3:16])[CH2:12][CH2:13][CH:14]=[O:15])[CH2:9][CH:8]=4)[C:2]1([CH3:1])[CH3:28]. The catalyst class is: 48. (2) Reactant: [CH3:1][O:2][C:3]([C:5]1[S:9][C:8]([CH3:10])=[N:7][C:6]=1[C:11]1[CH:16]=[CH:15][C:14]([O:17][CH3:18])=[CH:13][CH:12]=1)=[O:4].C1C(=O)N([Br:26])C(=O)C1.CC(N=NC(C#N)(C)C)(C#N)C. Product: [CH3:1][O:2][C:3]([C:5]1[S:9][C:8]([CH2:10][Br:26])=[N:7][C:6]=1[C:11]1[CH:12]=[CH:13][C:14]([O:17][CH3:18])=[CH:15][CH:16]=1)=[O:4]. The catalyst class is: 53. (3) The catalyst class is: 7. Product: [CH3:38][N:20]([CH3:19])[CH2:21][CH2:22][CH2:23][O:24][C:25]1[CH:37]=[CH:36][C:28]([CH2:29][C:30]2[CH:31]=[C:32]([NH:35][CH:8]=[C:9]3[C:17]4[C:12](=[CH:13][CH:14]=[CH:15][CH:16]=4)[NH:11][C:10]3=[O:18])[NH:33][N:34]=2)=[CH:27][CH:26]=1. Reactant: NC1C=CNN=1.O/[CH:8]=[C:9]1\[C:10](=[O:18])[NH:11][C:12]2[C:17]\1=[CH:16][CH:15]=[CH:14][CH:13]=2.[CH3:19][N:20]([CH3:38])[CH2:21][CH2:22][CH2:23][O:24][C:25]1[CH:37]=[CH:36][C:28]([CH2:29][C:30]2[CH:31]=[C:32]([NH2:35])[NH:33][N:34]=2)=[CH:27][CH:26]=1. (4) Reactant: [Cl:1][C:2]1[C:3]([CH3:11])=[C:4]([CH:8]=[CH:9][CH:10]=1)[C:5](O)=[O:6].C(Cl)(=O)C([Cl:15])=O.CN(C)C=O. Product: [Cl:1][C:2]1[C:3]([CH3:11])=[C:4]([CH:8]=[CH:9][CH:10]=1)[C:5]([Cl:15])=[O:6]. The catalyst class is: 7. (5) Reactant: [S:1]1[CH:5]=[CH:4][C:3]2[C:6](=[O:15])[C:7]3[CH:14]=[CH:13][CH:12]=[CH:11][C:8]=3[CH2:9][CH2:10][C:2]1=2.C1COCC1.[BH4-].[Na+].[NH4+].[Cl-]. Product: [S:1]1[CH:5]=[CH:4][C:3]2[CH:6]([OH:15])[C:7]3[CH:14]=[CH:13][CH:12]=[CH:11][C:8]=3[CH2:9][CH2:10][C:2]1=2. The catalyst class is: 8. (6) Reactant: [NH2:1][C:2]1[CH:3]=[N:4][CH:5]=[C:6]([F:33])[C:7]=1[CH2:8][CH2:9][C@H:10]1[O:15][CH2:14][C@H:13]([CH2:16][O:17][C:18]([NH:20][CH2:21][C:22]([F:25])([F:24])[F:23])=[O:19])[N:12]([C:26]([O:28][C:29]([CH3:32])([CH3:31])[CH3:30])=[O:27])[CH2:11]1.[F:34][C:35]1[CH:36]=[C:37]([C@H:42]([C:47]2[CH:52]=[CH:51][C:50]([F:53])=[CH:49][CH:48]=2)[CH2:43][C:44](O)=[O:45])[CH:38]=[C:39]([F:41])[CH:40]=1.O=P(Cl)(Cl)Cl. Product: [F:53][C:50]1[CH:49]=[CH:48][C:47]([C@@H:42]([C:37]2[CH:38]=[C:39]([F:41])[CH:40]=[C:35]([F:34])[CH:36]=2)[CH2:43][C:44]([NH:1][C:2]2[CH:3]=[N:4][CH:5]=[C:6]([F:33])[C:7]=2[CH2:8][CH2:9][C@H:10]2[O:15][CH2:14][C@H:13]([CH2:16][O:17][C:18]([NH:20][CH2:21][C:22]([F:25])([F:23])[F:24])=[O:19])[N:12]([C:26]([O:28][C:29]([CH3:30])([CH3:32])[CH3:31])=[O:27])[CH2:11]2)=[O:45])=[CH:52][CH:51]=1. The catalyst class is: 17. (7) Reactant: [CH3:1][S:2]([NH:5][C:6]1[CH:17]=[CH:16][C:9]2[S:10][C:11]([C:13](O)=[O:14])=[CH:12][C:8]=2[CH:7]=1)(=[O:4])=[O:3].C(Cl)(=O)C([Cl:21])=O.CN(C=O)C. Product: [CH3:1][S:2]([NH:5][C:6]1[CH:17]=[CH:16][C:9]2[S:10][C:11]([C:13]([Cl:21])=[O:14])=[CH:12][C:8]=2[CH:7]=1)(=[O:4])=[O:3]. The catalyst class is: 2.